From a dataset of Catalyst prediction with 721,799 reactions and 888 catalyst types from USPTO. Predict which catalyst facilitates the given reaction. (1) Reactant: [N+:1]([C:4]1[CH:8]=[N:7][NH:6][C:5]=1[NH2:9])([O-:3])=[O:2].CN(C)[CH:12]=[CH:13][C:14]([C:16]1[CH:17]=[C:18]([N:22]([CH2:27][CH2:28][CH3:29])[S:23]([CH3:26])(=[O:25])=[O:24])[CH:19]=[CH:20][CH:21]=1)=O.C(OCC)(=O)C. Product: [N+:1]([C:4]1[CH:8]=[N:7][N:6]2[C:14]([C:16]3[CH:17]=[C:18]([N:22]([CH2:27][CH2:28][CH3:29])[S:23]([CH3:26])(=[O:25])=[O:24])[CH:19]=[CH:20][CH:21]=3)=[CH:13][CH:12]=[N:9][C:5]=12)([O-:3])=[O:2]. The catalyst class is: 15. (2) Reactant: Cl[C:2](Cl)([O:4]C(=O)OC(Cl)(Cl)Cl)Cl.[Cl:13][C:14]1[C:19]([C:20]2[CH:25]=[CH:24][C:23]([CH3:26])=[CH:22][CH:21]=2)=[CH:18][N:17]=[N:16][C:15]=1[NH:27][NH2:28].ClC1N=NC=C(C2C=CC(C)=CC=2)C=1NN. Product: [Cl:13][C:14]1[C:15]2[N:16]([C:2](=[O:4])[NH:28][N:27]=2)[N:17]=[CH:18][C:19]=1[C:20]1[CH:21]=[CH:22][C:23]([CH3:26])=[CH:24][CH:25]=1. The catalyst class is: 1. (3) Reactant: [Li+].CC([N-]C(C)C)C.[Br:9][C:10]1[CH:11]=[N:12][CH:13]=[C:14]([Br:16])[CH:15]=1.Cl[C:18]([O:20][CH2:21][CH3:22])=[O:19]. Product: [Br:9][C:10]1[CH:11]=[N:12][CH:13]=[C:14]([Br:16])[C:15]=1[C:18]([O:20][CH2:21][CH3:22])=[O:19]. The catalyst class is: 1. (4) Product: [CH3:25][N:8]([C:3]1[CH:4]=[N:5][CH:6]=[CH:7][C:2]=1[C:30]1[C:29]([CH3:42])=[N:28][N:27]([CH3:26])[C:31]=1[CH3:32])[C:9](=[O:24])[C:10]1[CH:15]=[C:14]([C:16]([F:19])([F:18])[F:17])[CH:13]=[C:12]([C:20]([F:23])([F:22])[F:21])[CH:11]=1. Reactant: Br[C:2]1[CH:7]=[CH:6][N:5]=[CH:4][C:3]=1[N:8]([CH3:25])[C:9](=[O:24])[C:10]1[CH:15]=[C:14]([C:16]([F:19])([F:18])[F:17])[CH:13]=[C:12]([C:20]([F:23])([F:22])[F:21])[CH:11]=1.[CH3:26][N:27]1[C:31]([CH3:32])=[C:30](B2OC(C)(C)C(C)(C)O2)[C:29]([CH3:42])=[N:28]1. The catalyst class is: 3. (5) The catalyst class is: 1. Reactant: Br[C:2]1[CH:7]=[CH:6][C:5]([S:8]([N:11]([CH3:13])[CH3:12])(=[O:10])=[O:9])=[CH:4][C:3]=1[F:14].B([C:18]1[CH:29]=[C:28]([Cl:30])[CH:27]=[CH:26][C:19]=1[O:20][C@@H:21]([CH3:25])[C:22]([OH:24])=[O:23])(O)O. Product: [Cl:30][C:28]1[CH:29]=[CH:18][C:19]([O:20][C@@H:21]([CH3:25])[C:22]([OH:24])=[O:23])=[C:26]([C:2]2[CH:7]=[CH:6][C:5]([S:8]([N:11]([CH3:13])[CH3:12])(=[O:10])=[O:9])=[CH:4][C:3]=2[F:14])[CH:27]=1. (6) Reactant: Br[C:2]1[C:3]([C:25]2[CH:30]=[CH:29][N:28]=[CH:27][CH:26]=2)=[C:4]([C:17]2[CH:22]=[CH:21][C:20]([F:23])=[C:19]([F:24])[CH:18]=2)[N:5]([Si](C(C)C)(C(C)C)C(C)C)[CH:6]=1.[CH3:31][C:32]1[CH:37]=[CH:36][C:35]([C@H:38]2[CH2:46][N:45]3[C@H:40]([CH2:41][C:42](=O)[CH2:43][CH2:44]3)[CH2:39]2)=[CH:34][CH:33]=1.C(OCC)(=O)C.C(N)(C)C. Product: [F:24][C:19]1[CH:18]=[C:17]([C:4]2[NH:5][CH:6]=[C:2]([C:42]3[CH2:43][CH2:44][N:45]4[C@H:40]([CH:41]=3)[CH2:39][C@@H:38]([C:35]3[CH:36]=[CH:37][C:32]([CH3:31])=[CH:33][CH:34]=3)[CH2:46]4)[C:3]=2[C:25]2[CH:30]=[CH:29][N:28]=[CH:27][CH:26]=2)[CH:22]=[CH:21][C:20]=1[F:23]. The catalyst class is: 5.